Dataset: Reaction yield outcomes from USPTO patents with 853,638 reactions. Task: Predict the reaction yield, written as a fraction of the theoretical maximum amount of product (1.0 means a 100% yield; for example, 0.34 means a 34% yield). (1) The reactants are [C:1]([O:7][CH2:8][CH3:9])(=[O:6])[CH2:2][C:3]([CH3:5])=O.[Cl:10][C:11]1[CH:18]=[CH:17][CH:16]=[CH:15][C:12]=1[CH:13]=O.[CH3:19][O:20][C:21](=[O:26])/[CH:22]=[C:23](\[NH2:25])/[CH3:24].CC(O)=O. The catalyst is CCO.CCOC(C)=O. The product is [Cl:10][C:11]1[CH:18]=[CH:17][CH:16]=[CH:15][C:12]=1[CH:13]1[C:22]([C:21]([O:20][CH3:19])=[O:26])=[C:23]([CH3:24])[NH:25][C:3]([CH3:5])=[C:2]1[C:1]([O:7][CH2:8][CH3:9])=[O:6]. The yield is 0.260. (2) The reactants are [CH3:1][C:2]1[C:6]([CH:7]=[O:8])=[C:5]([CH3:9])[O:4][N:3]=1.[BH4-].[Na+].O. The catalyst is CO. The product is [CH3:1][C:2]1[C:6]([CH2:7][OH:8])=[C:5]([CH3:9])[O:4][N:3]=1. The yield is 0.790. (3) The reactants are Cl[C:2]1[S:6][C:5]([C:7]([O:9][CH3:10])=[O:8])=[CH:4][C:3]=1[N+:11]([O-:13])=[O:12].[CH:14]1([NH2:20])[CH2:19][CH2:18][CH2:17][CH2:16][CH2:15]1.O. The catalyst is CS(C)=O. The product is [CH:14]1([NH:20][C:2]2[S:6][C:5]([C:7]([O:9][CH3:10])=[O:8])=[CH:4][C:3]=2[N+:11]([O-:13])=[O:12])[CH2:19][CH2:18][CH2:17][CH2:16][CH2:15]1. The yield is 1.06.